This data is from Forward reaction prediction with 1.9M reactions from USPTO patents (1976-2016). The task is: Predict the product of the given reaction. (1) Given the reactants [NH2:1][C:2]1[CH:3]=[CH:4][C:5]([Cl:22])=[C:6]([CH:21]=1)[C:7]([NH:9][CH2:10][C:11]12[CH2:20][CH:15]3[CH2:16][CH:17]([CH2:19][CH:13]([CH2:14]3)[CH2:12]1)[CH2:18]2)=[O:8].[Cl:23][CH2:24][CH:25]=O.Cl.C([BH3-])#N.[Na+], predict the reaction product. The product is: [Cl:22][C:5]1[CH:4]=[CH:3][C:2]([NH:1][CH2:25][CH2:24][Cl:23])=[CH:21][C:6]=1[C:7]([NH:9][CH2:10][C:11]12[CH2:12][CH:13]3[CH2:19][CH:17]([CH2:16][CH:15]([CH2:14]3)[CH2:20]1)[CH2:18]2)=[O:8]. (2) Given the reactants [C:1]1([C:7]2[O:8][C:9]([C:15]([F:18])([F:17])[F:16])=[C:10]([C:12]([OH:14])=O)[N:11]=2)[CH:6]=[CH:5][CH:4]=[CH:3][CH:2]=1.C(N(CC)CC)C.F[P-](F)(F)(F)(F)F.Br[P+](N1CCCC1)(N1CCCC1)N1CCCC1.[CH2:50]([O:52][C:53]([CH:55]1[CH2:60][CH2:59][N:58]([C:61]2[CH:66]=[CH:65][C:64]([NH2:67])=[CH:63][CH:62]=2)[CH2:57][CH2:56]1)=[O:54])[CH3:51], predict the reaction product. The product is: [CH2:50]([O:52][C:53]([CH:55]1[CH2:56][CH2:57][N:58]([C:61]2[CH:66]=[CH:65][C:64]([NH:67][C:12]([C:10]3[N:11]=[C:7]([C:1]4[CH:2]=[CH:3][CH:4]=[CH:5][CH:6]=4)[O:8][C:9]=3[C:15]([F:18])([F:17])[F:16])=[O:14])=[CH:63][CH:62]=2)[CH2:59][CH2:60]1)=[O:54])[CH3:51]. (3) Given the reactants [CH3:1][NH2:2].[Br:3][C:4]1[CH:5]=[C:6]([CH:14]=O)[C:7]2[C:12]([CH:13]=1)=[CH:11][CH:10]=[CH:9][CH:8]=2.[BH4-].[K+], predict the reaction product. The product is: [Br:3][C:4]1[CH:5]=[C:6]([CH2:14][NH:2][CH3:1])[C:7]2[C:12]([CH:13]=1)=[CH:11][CH:10]=[CH:9][CH:8]=2. (4) The product is: [Cl:1][C:2]1[CH:22]=[C:21]([S:23]([C:26]2[CH:27]=[CH:28][CH:29]=[CH:30][CH:31]=2)(=[O:25])=[O:24])[CH:20]=[CH:19][C:3]=1[O:4][C:5]1[CH:6]=[C:7]([CH2:15][C:16]([NH:37][S:34]([CH2:32][CH3:33])(=[O:36])=[O:35])=[O:18])[CH:8]=[C:9]([C:11]([F:13])([F:12])[F:14])[CH:10]=1. Given the reactants [Cl:1][C:2]1[CH:22]=[C:21]([S:23]([C:26]2[CH:31]=[CH:30][CH:29]=[CH:28][CH:27]=2)(=[O:25])=[O:24])[CH:20]=[CH:19][C:3]=1[O:4][C:5]1[CH:6]=[C:7]([CH2:15][C:16]([OH:18])=O)[CH:8]=[C:9]([C:11]([F:14])([F:13])[F:12])[CH:10]=1.[CH2:32]([S:34]([NH2:37])(=[O:36])=[O:35])[CH3:33], predict the reaction product. (5) Given the reactants BrCCBr.[Cl:5][C:6]1[CH:13]=[C:12]([F:14])[CH:11]=[CH:10][C:7]=1[CH2:8]Br.[Cl:15][C:16]1[CH:21]=[CH:20][CH:19]=[C:18]([Cl:22])[C:17]=1[N:23]1[C:28](=[O:29])[CH:27]=[CH:26][C:25]([C:30](Cl)=[O:31])=[CH:24]1.Cl, predict the reaction product. The product is: [Cl:5][C:6]1[CH:13]=[C:12]([F:14])[CH:11]=[CH:10][C:7]=1[CH2:8][C:30]([C:25]1[CH:26]=[CH:27][C:28](=[O:29])[N:23]([C:17]2[C:18]([Cl:22])=[CH:19][CH:20]=[CH:21][C:16]=2[Cl:15])[CH:24]=1)=[O:31]. (6) Given the reactants [C:1]([O:5][C:6]([N:8]1[C:17]2[C:12](=[CH:13][CH:14]=[C:15]([CH2:18][OH:19])[N:16]=2)[CH2:11][CH2:10][CH:9]1[CH3:20])=[O:7])([CH3:4])([CH3:3])[CH3:2].CC(OI1(OC(C)=O)(OC(C)=O)OC(=O)C2C=CC=CC1=2)=O, predict the reaction product. The product is: [C:1]([O:5][C:6]([N:8]1[C:17]2[C:12](=[CH:13][CH:14]=[C:15]([CH:18]=[O:19])[N:16]=2)[CH2:11][CH2:10][CH:9]1[CH3:20])=[O:7])([CH3:4])([CH3:2])[CH3:3]. (7) Given the reactants [CH:1]1([NH:4][C:5]2[C:6]([CH3:28])=[N:7][C:8]3[C:13]([N:14]=2)=[C:12]([C:15]2[NH:19][C:18]4[C@H:20]([C@H:24]([OH:26])[CH3:25])[NH:21][C:22](=[O:23])[C:17]=4[CH:16]=2)[C:11]([F:27])=[CH:10][CH:9]=3)[CH2:3][CH2:2]1.[Li+].[OH-:30].Cl, predict the reaction product. The product is: [NH2:21][C@H:20]([C:18]1[NH:19][C:15]([C:12]2[C:11]([F:27])=[CH:10][CH:9]=[C:8]3[C:13]=2[N:14]=[C:5]([NH:4][CH:1]2[CH2:2][CH2:3]2)[C:6]([CH3:28])=[N:7]3)=[CH:16][C:17]=1[C:22]([OH:23])=[O:30])[C@H:24]([OH:26])[CH3:25].